This data is from Forward reaction prediction with 1.9M reactions from USPTO patents (1976-2016). The task is: Predict the product of the given reaction. (1) The product is: [F:4][C:3]([F:6])([F:5])[C:1]([OH:7])=[O:2].[Br:8][C:9]1[CH:10]=[C:11]2[C:16](=[CH:17][CH:18]=1)[C:15]([CH2:19][N:20]1[C:26](=[O:27])[C@@H:25]([NH:28][C:29](=[O:42])[C@@H:30]([NH:33][CH3:34])[CH2:31][CH3:32])[CH2:24][CH2:23][C:22]3[CH:43]=[CH:44][CH:45]=[CH:46][C:21]1=3)=[C:14]([O:47][CH3:48])[CH:13]=[CH:12]2. Given the reactants [C:1]([OH:7])([C:3]([F:6])([F:5])[F:4])=[O:2].[Br:8][C:9]1[CH:10]=[C:11]2[C:16](=[CH:17][CH:18]=1)[C:15]([CH2:19][N:20]1[C:26](=[O:27])[C@@H:25]([NH:28][C:29](=[O:42])[C@@H:30]([N:33](C)[C:34](=O)OC(C)(C)C)[CH2:31][CH3:32])[CH2:24][CH2:23][C:22]3[CH:43]=[CH:44][CH:45]=[CH:46][C:21]1=3)=[C:14]([O:47][CH3:48])[CH:13]=[CH:12]2, predict the reaction product. (2) Given the reactants C(OC(=O)[NH:7][C@@H:8]1[C:16]2[C:11](=[C:12]([C:17]3[S:18][C:19]([C:22]4[CH:27]=[CH:26][C:25]([O:28][CH:29]([CH3:31])[CH3:30])=[C:24]([C:32]#[N:33])[CH:23]=4)=[N:20][N:21]=3)[CH:13]=[CH:14][CH:15]=2)[CH2:10][CH2:9]1)(C)(C)C.[ClH:35], predict the reaction product. The product is: [ClH:35].[NH2:7][C@@H:8]1[C:16]2[C:11](=[C:12]([C:17]3[S:18][C:19]([C:22]4[CH:27]=[CH:26][C:25]([O:28][CH:29]([CH3:31])[CH3:30])=[C:24]([CH:23]=4)[C:32]#[N:33])=[N:20][N:21]=3)[CH:13]=[CH:14][CH:15]=2)[CH2:10][CH2:9]1. (3) Given the reactants [CH3:1][CH:2]1[C:14]2[C:13]3[CH:12]=[C:11]([CH3:15])[CH:10]=[CH:9][C:8]=3[NH:7][C:6]=2[CH2:5][CH:4]([CH3:16])[N:3]1[CH3:17].P([O-])([O-])([O-])=O.[K+].[K+].[K+].Br[CH:27]=[C:28]([C:33]1[CH:38]=[CH:37][N:36]=[CH:35][CH:34]=1)[C:29](C)(C)C.C(O)(=O)C(O)=O, predict the reaction product. The product is: [CH3:1][CH:2]1[C:14]2[C:13]3[CH:12]=[C:11]([CH3:15])[CH:10]=[CH:9][C:8]=3[N:7](/[CH:27]=[C:28](/[C:33]3[CH:38]=[CH:37][N:36]=[CH:35][CH:34]=3)\[CH3:29])[C:6]=2[CH2:5][CH:4]([CH3:16])[N:3]1[CH3:17]. (4) Given the reactants [F:1][C:2]1[CH:3]=[C:4]([C:8]2[N:13]=[C:12]([CH3:14])[C:11]([C:15]([OH:17])=O)=[CH:10][N:9]=2)[CH:5]=[CH:6][CH:7]=1.C1C=NC2N(O)N=NC=2C=1.CN(C(ON1N=NC2C=CC=NC1=2)=[N+](C)C)C.F[P-](F)(F)(F)(F)F.[F:52][C:53]1[CH:54]=[C:55]2[C:59](=[CH:60][CH:61]=1)[N:58]([NH2:62])[C:57]([CH3:63])=[CH:56]2.CCN(C(C)C)C(C)C, predict the reaction product. The product is: [F:52][C:53]1[CH:54]=[C:55]2[C:59](=[CH:60][CH:61]=1)[N:58]([NH:62][C:15]([C:11]1[C:12]([CH3:14])=[N:13][C:8]([C:4]3[CH:5]=[CH:6][CH:7]=[C:2]([F:1])[CH:3]=3)=[N:9][CH:10]=1)=[O:17])[C:57]([CH3:63])=[CH:56]2. (5) Given the reactants [S:1]1[C:5]2[CH:6]=[CH:7][CH:8]=[CH:9][C:4]=2[N:3]=[C:2]1[CH:10]([C:13]1[CH:18]=[CH:17][N:16]=[C:15]([Cl:19])[N:14]=1)[C:11]#[N:12].[C:20]([O-])([O-])=O.[K+].[K+].CI.O, predict the reaction product. The product is: [Cl:19][C:15]1[N:14]=[C:13]([C:10](=[C:2]2[N:3]([CH3:20])[C:4]3[CH:9]=[CH:8][CH:7]=[CH:6][C:5]=3[S:1]2)[C:11]#[N:12])[CH:18]=[CH:17][N:16]=1. (6) The product is: [F:24][CH:23]([F:25])[C:15]1[N:14]([C:4]2[N:5]=[C:6]([N:8]3[CH2:13][CH2:12][O:11][CH2:10][CH2:9]3)[N:7]=[C:2]([C:28]3[CH:27]=[N:26][CH:31]=[CH:30][CH:29]=3)[N:3]=2)[C:18]2[CH:19]=[CH:20][CH:21]=[CH:22][C:17]=2[N:16]=1. Given the reactants Cl[C:2]1[N:7]=[C:6]([N:8]2[CH2:13][CH2:12][O:11][CH2:10][CH2:9]2)[N:5]=[C:4]([N:14]2[C:18]3[CH:19]=[CH:20][CH:21]=[CH:22][C:17]=3[N:16]=[C:15]2[CH:23]([F:25])[F:24])[N:3]=1.[N:26]1[CH:31]=[CH:30][CH:29]=[C:28](B(O)O)[CH:27]=1.C([O-])([O-])=O.[Na+].[Na+], predict the reaction product. (7) Given the reactants [OH:1][CH:2]([C:4]1[N:5]=[CH:6][N:7]([C:9]([O:11][C:12]([CH3:15])([CH3:14])[CH3:13])=[O:10])[CH:8]=1)[CH3:3], predict the reaction product. The product is: [C:2]([C:4]1[N:5]=[CH:6][N:7]([C:9]([O:11][C:12]([CH3:15])([CH3:14])[CH3:13])=[O:10])[CH:8]=1)(=[O:1])[CH3:3].